Regression. Given two drug SMILES strings and cell line genomic features, predict the synergy score measuring deviation from expected non-interaction effect. From a dataset of NCI-60 drug combinations with 297,098 pairs across 59 cell lines. (1) Drug 2: CC1C(C(CC(O1)OC2CC(OC(C2O)C)OC3=CC4=CC5=C(C(=O)C(C(C5)C(C(=O)C(C(C)O)O)OC)OC6CC(C(C(O6)C)O)OC7CC(C(C(O7)C)O)OC8CC(C(C(O8)C)O)(C)O)C(=C4C(=C3C)O)O)O)O. Synergy scores: CSS=44.7, Synergy_ZIP=-11.1, Synergy_Bliss=-9.20, Synergy_Loewe=-6.25, Synergy_HSA=-6.01. Cell line: HCT-15. Drug 1: C1=CN(C(=O)N=C1N)C2C(C(C(O2)CO)O)O.Cl. (2) Drug 1: C1=CN(C=N1)CC(O)(P(=O)(O)O)P(=O)(O)O. Drug 2: CC(C)NC(=O)C1=CC=C(C=C1)CNNC.Cl. Cell line: NCI-H460. Synergy scores: CSS=-3.13, Synergy_ZIP=2.58, Synergy_Bliss=3.12, Synergy_Loewe=-1.13, Synergy_HSA=-0.825. (3) Drug 1: CC1=C(C=C(C=C1)NC2=NC=CC(=N2)N(C)C3=CC4=NN(C(=C4C=C3)C)C)S(=O)(=O)N.Cl. Drug 2: C1=CC(=CC=C1CCCC(=O)O)N(CCCl)CCCl. Cell line: HS 578T. Synergy scores: CSS=20.8, Synergy_ZIP=9.74, Synergy_Bliss=9.94, Synergy_Loewe=5.03, Synergy_HSA=7.84. (4) Drug 1: CS(=O)(=O)CCNCC1=CC=C(O1)C2=CC3=C(C=C2)N=CN=C3NC4=CC(=C(C=C4)OCC5=CC(=CC=C5)F)Cl. Drug 2: C1C(C(OC1N2C=NC(=NC2=O)N)CO)O. Cell line: SN12C. Synergy scores: CSS=10.3, Synergy_ZIP=-6.44, Synergy_Bliss=-4.05, Synergy_Loewe=-3.10, Synergy_HSA=-3.01. (5) Drug 1: CC12CCC(CC1=CCC3C2CCC4(C3CC=C4C5=CN=CC=C5)C)O. Drug 2: C#CCC(CC1=CN=C2C(=N1)C(=NC(=N2)N)N)C3=CC=C(C=C3)C(=O)NC(CCC(=O)O)C(=O)O. Cell line: ACHN. Synergy scores: CSS=-0.925, Synergy_ZIP=-0.387, Synergy_Bliss=-0.479, Synergy_Loewe=-4.91, Synergy_HSA=-2.03. (6) Drug 1: C1=CC(=C2C(=C1NCCNCCO)C(=O)C3=C(C=CC(=C3C2=O)O)O)NCCNCCO. Drug 2: CN(C)N=NC1=C(NC=N1)C(=O)N. Cell line: DU-145. Synergy scores: CSS=56.9, Synergy_ZIP=-2.45, Synergy_Bliss=-6.95, Synergy_Loewe=-47.8, Synergy_HSA=-7.22. (7) Drug 1: COC1=C(C=C2C(=C1)N=CN=C2NC3=CC(=C(C=C3)F)Cl)OCCCN4CCOCC4. Drug 2: CC1=CC=C(C=C1)C2=CC(=NN2C3=CC=C(C=C3)S(=O)(=O)N)C(F)(F)F. Cell line: K-562. Synergy scores: CSS=19.0, Synergy_ZIP=-3.23, Synergy_Bliss=0.592, Synergy_Loewe=-2.54, Synergy_HSA=2.13. (8) Drug 1: CC1=C2C(C(=O)C3(C(CC4C(C3C(C(C2(C)C)(CC1OC(=O)C(C(C5=CC=CC=C5)NC(=O)OC(C)(C)C)O)O)OC(=O)C6=CC=CC=C6)(CO4)OC(=O)C)OC)C)OC. Drug 2: CC1=CC2C(CCC3(C2CCC3(C(=O)C)OC(=O)C)C)C4(C1=CC(=O)CC4)C. Cell line: MALME-3M. Synergy scores: CSS=28.7, Synergy_ZIP=5.83, Synergy_Bliss=6.10, Synergy_Loewe=-15.8, Synergy_HSA=2.72. (9) Drug 1: CC1=C2C(C(=O)C3(C(CC4C(C3C(C(C2(C)C)(CC1OC(=O)C(C(C5=CC=CC=C5)NC(=O)C6=CC=CC=C6)O)O)OC(=O)C7=CC=CC=C7)(CO4)OC(=O)C)O)C)OC(=O)C. Drug 2: CC1CCC2CC(C(=CC=CC=CC(CC(C(=O)C(C(C(=CC(C(=O)CC(OC(=O)C3CCCCN3C(=O)C(=O)C1(O2)O)C(C)CC4CCC(C(C4)OC)OCCO)C)C)O)OC)C)C)C)OC. Cell line: SK-OV-3. Synergy scores: CSS=1.84, Synergy_ZIP=5.76, Synergy_Bliss=7.51, Synergy_Loewe=6.03, Synergy_HSA=7.95. (10) Drug 1: CCC1=CC2CC(C3=C(CN(C2)C1)C4=CC=CC=C4N3)(C5=C(C=C6C(=C5)C78CCN9C7C(C=CC9)(C(C(C8N6C)(C(=O)OC)O)OC(=O)C)CC)OC)C(=O)OC.C(C(C(=O)O)O)(C(=O)O)O. Drug 2: C1=CC(=CC=C1C#N)C(C2=CC=C(C=C2)C#N)N3C=NC=N3. Cell line: COLO 205. Synergy scores: CSS=24.4, Synergy_ZIP=5.42, Synergy_Bliss=8.10, Synergy_Loewe=-28.2, Synergy_HSA=7.36.